This data is from HIV replication inhibition screening data with 41,000+ compounds from the AIDS Antiviral Screen. The task is: Binary Classification. Given a drug SMILES string, predict its activity (active/inactive) in a high-throughput screening assay against a specified biological target. (1) The compound is COC(=O)C(c1n[nH]c2ccccc12)C(C(=O)OC)c1n[nH]c2ccccc12. The result is 0 (inactive). (2) The result is 0 (inactive). The compound is CC1CC(=O)C2CCCC1C2=O. (3) The molecule is CCOc1ccccc1N1C(=O)C(=O)C(c2nc3ccccc3s2)C(=O)C1=O. The result is 0 (inactive). (4) The molecule is CC(=NNC(=S)NNC(=S)N(C)c1ccccc1)c1ccccn1. The result is 0 (inactive). (5) The compound is OCC1CC(F)C(n2cnc3c(I)ncnc32)O1. The result is 0 (inactive). (6) The molecule is N#Cc1c(-c2ccccc2)cc(-c2ccccc2)n(C2OCC(O)C(O)C2O)c1=S. The result is 0 (inactive).